Dataset: Full USPTO retrosynthesis dataset with 1.9M reactions from patents (1976-2016). Task: Predict the reactants needed to synthesize the given product. (1) The reactants are: [CH2:1]([O:3][C:4]([C:6]1[N:15]=[C:14]([NH:16][C@H:17]2[CH2:22][CH2:21][CH2:20][CH2:19][C@H:18]2[NH:23]C(OC(C)(C)C)=O)[C:13]2[C:8](=[CH:9][CH:10]=[C:11]([CH3:31])[CH:12]=2)[N:7]=1)=[O:5])[CH3:2].C(OCC)(=O)C.[ClH:38]. Given the product [ClH:38].[ClH:38].[CH2:1]([O:3][C:4]([C:6]1[N:15]=[C:14]([NH:16][C@H:17]2[CH2:22][CH2:21][CH2:20][CH2:19][C@H:18]2[NH2:23])[C:13]2[C:8](=[CH:9][CH:10]=[C:11]([CH3:31])[CH:12]=2)[N:7]=1)=[O:5])[CH3:2], predict the reactants needed to synthesize it. (2) Given the product [F:37][C:28]1[C:27]([C:10]2[CH:11]=[N:12][C:7]([NH:6][C:5]([NH:4][CH2:1][CH2:2][CH3:3])=[O:25])=[CH:8][C:9]=2[C:16]2[S:17][CH:18]=[C:19]([C:21]([F:24])([F:23])[F:22])[N:20]=2)=[CH:36][C:31]([C:32]([O:34][CH3:35])=[O:33])=[CH:30][N:29]=1, predict the reactants needed to synthesize it. The reactants are: [CH2:1]([NH:4][C:5](=[O:25])[NH:6][C:7]1[N:12]=[CH:11][C:10](B(O)O)=[C:9]([C:16]2[S:17][CH:18]=[C:19]([C:21]([F:24])([F:23])[F:22])[N:20]=2)[CH:8]=1)[CH2:2][CH3:3].Br[C:27]1[C:28]([F:37])=[N:29][CH:30]=[C:31]([CH:36]=1)[C:32]([O:34][CH3:35])=[O:33].C(=O)([O-])[O-].[K+].[K+].C(OCC)(=O)C. (3) Given the product [OH:1][C:2]1[CH:9]=[C:8]([O:10][CH2:33][CH2:32][O:31][CH3:30])[CH:7]=[CH:6][C:3]=1[CH:4]=[O:5], predict the reactants needed to synthesize it. The reactants are: [OH:1][C:2]1[CH:9]=[C:8]([OH:10])[CH:7]=[CH:6][C:3]=1[CH:4]=[O:5].C1(P(C2C=CC=CC=2)C2C=CC=CC=2)C=CC=CC=1.[CH3:30][O:31][CH2:32][CH2:33]O.N(C(OCC)=O)=NC(OCC)=O. (4) Given the product [N+:18]([O-:20])([O:17][CH2:16][C@@H:15]([O:21][N+:22]([O-:24])=[O:23])[CH2:14][CH2:13][CH2:12][CH2:11][OH:10])=[O:19], predict the reactants needed to synthesize it. The reactants are: [N+](C1C=CC(C([O:10][CH2:11][CH2:12][CH2:13][CH2:14][C@H:15]([O:21][N+:22]([O-:24])=[O:23])[CH2:16][O:17][N+:18]([O-:20])=[O:19])=O)=CC=1)([O-])=O.C(O)C.C1COCC1.[OH-].[Na+]. (5) Given the product [C:46]([O:45][C:43]([N:50]1[CH2:51][CH2:52][N:53]([C:15](=[O:16])[CH2:14][CH2:13][CH2:12][N:8]2[C:9]3[CH:10]=[CH:11][C:2]([Br:1])=[CH:3][C:4]=3[C:5]3[NH:21][N:20]=[C:19]([CH3:22])[C:6]=3[C:7]2=[O:18])[CH2:54][CH2:55]1)=[O:44])([CH3:49])([CH3:48])[CH3:47], predict the reactants needed to synthesize it. The reactants are: [Br:1][C:2]1[CH:11]=[CH:10][C:9]2[N:8]([CH2:12][CH2:13][CH2:14][C:15](O)=[O:16])[C:7](=[O:18])[C:6]3[C:19]([CH3:22])=[N:20][NH:21][C:5]=3[C:4]=2[CH:3]=1.O.ON1C2C=CC=CC=2N=N1.C(N(CC)C(C)C)(C)C.[C:43]([N:50]1[CH2:55][CH2:54][NH:53][CH2:52][CH2:51]1)([O:45][C:46]([CH3:49])([CH3:48])[CH3:47])=[O:44].C(N=C=NCCCN(C)C)C. (6) Given the product [ClH:34].[ClH:36].[NH2:7][CH2:8][C:9]1[NH:17][C:16]2[C:15]([NH:18][C:19]3[CH:24]=[CH:23][C:22]([O:25][CH2:26][C:27]4[CH:32]=[CH:31][CH:30]=[C:29]([F:33])[CH:28]=4)=[C:21]([Cl:34])[CH:20]=3)=[N:14][CH:13]=[N:12][C:11]=2[CH:10]=1, predict the reactants needed to synthesize it. The reactants are: C(OC(=O)[NH:7][CH2:8][C:9]1[NH:17][C:16]2[C:15]([NH:18][C:19]3[CH:24]=[CH:23][C:22]([O:25][CH2:26][C:27]4[CH:32]=[CH:31][CH:30]=[C:29]([F:33])[CH:28]=4)=[C:21]([Cl:34])[CH:20]=3)=[N:14][CH:13]=[N:12][C:11]=2[CH:10]=1)(C)(C)C.[ClH:36].C(O)C. (7) Given the product [CH3:1][O:2][C:3]1[CH:8]=[CH:7][CH:6]=[CH:5][C:4]=1[N:9]1[CH2:10][CH2:11][N:12]([C:15]2[S:16][C:17]([CH2:26][C:27]([OH:29])=[O:28])=[C:18]([C:20]3[CH:21]=[CH:22][CH:23]=[CH:24][CH:25]=3)[N:19]=2)[CH2:13][CH2:14]1, predict the reactants needed to synthesize it. The reactants are: [CH3:1][O:2][C:3]1[CH:8]=[CH:7][CH:6]=[CH:5][C:4]=1[N:9]1[CH2:14][CH2:13][N:12]([C:15]2[S:16][C:17]([CH2:26][C:27]([O:29]C)=[O:28])=[C:18]([C:20]3[CH:25]=[CH:24][CH:23]=[CH:22][CH:21]=3)[N:19]=2)[CH2:11][CH2:10]1.[OH-].[Na+]. (8) Given the product [C:4]1([C:3]([N:10]2[C@H:23]3[C@H:13]([CH2:14][C:15]4([C:21]5[CH:27]=[CH:26][CH:25]=[CH:24][C:22]=53)[CH2:20][CH2:19][NH:18][CH2:17][CH2:16]4)[CH2:12][C:11]2=[O:28])=[CH2:2])[CH:9]=[CH:8][CH:7]=[CH:6][CH:5]=1, predict the reactants needed to synthesize it. The reactants are: O[CH2:2][C@@H:3]([N:10]1[C@H:23]2[C@H:13]([CH2:14][C:15]3([C:21]4[CH:27]=[CH:26][CH:25]=[CH:24][C:22]=42)[CH2:20][CH2:19][NH:18][CH2:17][CH2:16]3)[CH2:12][C:11]1=[O:28])[C:4]1[CH:9]=[CH:8][CH:7]=[CH:6][CH:5]=1.O.[OH-].[Li+].